Dataset: Forward reaction prediction with 1.9M reactions from USPTO patents (1976-2016). Task: Predict the product of the given reaction. (1) Given the reactants C1(P(C2C=CC=CC=2)C2C=CC3C(=CC=CC=3)C=2C2C3C(=CC=CC=3)C=CC=2P(C2C=CC=CC=2)C2C=CC=CC=2)C=CC=CC=1.C([O-])([O-])=O.[Cs+].[Cs+].FC(F)(F)S(O[C:59]1[CH:68]=[C:67]2[C:62]([CH:63]=[CH:64][C:65](=[O:69])[O:66]2)=[CH:61][CH:60]=1)(=O)=O.[C:72]([N:79]1[CH2:84][CH2:83][NH:82][CH2:81][CH2:80]1)([O:74][C:75]([CH3:78])([CH3:77])[CH3:76])=[O:73], predict the reaction product. The product is: [O:69]=[C:65]1[CH:64]=[CH:63][C:62]2[C:67](=[CH:68][C:59]([N:82]3[CH2:81][CH2:80][N:79]([C:72]([O:74][C:75]([CH3:78])([CH3:77])[CH3:76])=[O:73])[CH2:84][CH2:83]3)=[CH:60][CH:61]=2)[O:66]1. (2) Given the reactants N1(O[C:11]2[C:12]3[N:13]=[CH:14][N:15]([C:24]=3[N:25]=[CH:26][N:27]=2)[C@@H:16]2[O:23][C@H:20]([CH2:21][OH:22])[C@@H:18]([OH:19])[CH2:17]2)C2C=CC=CC=2N=N1.[NH:28]1[CH2:33][CH2:32][O:31][CH2:30][CH2:29]1.C([O-])([O-])=O.[Cs+].[Cs+], predict the reaction product. The product is: [C@@H:16]1([N:15]2[CH:14]=[N:13][C:12]3[C:24]2=[N:25][CH:26]=[N:27][C:11]=3[N:28]2[CH2:33][CH2:32][O:31][CH2:30][CH2:29]2)[O:23][C@H:20]([CH2:21][OH:22])[C@@H:18]([OH:19])[CH2:17]1. (3) Given the reactants [C:1](OC(=O)C)(=[O:3])[CH3:2].[NH2:8][CH2:9][C@H:10]1[O:14][C:13](=[O:15])[N:12]([C:16]2[CH:17]=[C:18]3[C:22](=[C:23]([F:25])[CH:24]=2)[N:21]([CH2:26][CH3:27])[C:20](=[O:28])[CH2:19]3)[CH2:11]1.C(N(CC)C(C)C)(C)C, predict the reaction product. The product is: [CH2:26]([N:21]1[C:22]2[C:18](=[CH:17][C:16]([N:12]3[CH2:11][C@H:10]([CH2:9][NH:8][C:1](=[O:3])[CH3:2])[O:14][C:13]3=[O:15])=[CH:24][C:23]=2[F:25])[CH2:19][C:20]1=[O:28])[CH3:27].